This data is from Reaction yield outcomes from USPTO patents with 853,638 reactions. The task is: Predict the reaction yield, written as a fraction of the theoretical maximum amount of product (1.0 means a 100% yield; for example, 0.34 means a 34% yield). (1) The reactants are [CH3:1]C(C)([O-])C.[K+].O=[C:8]1[CH2:13][CH2:12][N:11]([C:14]([O:16][C:17]([CH3:20])([CH3:19])[CH3:18])=[O:15])[CH:10]([C:21]2[CH:26]=[CH:25][CH:24]=[CH:23][CH:22]=2)[CH2:9]1. The catalyst is [Br-].C[P+](C1C=CC=CC=1)(C1C=CC=CC=1)C1C=CC=CC=1.O1CCCC1. The product is [CH2:1]=[C:8]1[CH2:13][CH2:12][N:11]([C:14]([O:16][C:17]([CH3:20])([CH3:19])[CH3:18])=[O:15])[CH:10]([C:21]2[CH:26]=[CH:25][CH:24]=[CH:23][CH:22]=2)[CH2:9]1. The yield is 0.960. (2) The reactants are [NH2:1][C:2]1[C:3]2[N:4]([C:8]([C@@H:26]3[CH2:30][CH2:29][CH2:28][NH:27]3)=[N:9][C:10]=2[C:11]2[CH:25]=[CH:24][C:14]([C:15]([NH:17][C:18]3[CH:23]=[CH:22][CH:21]=[CH:20][N:19]=3)=[O:16])=[CH:13][CH:12]=2)[CH:5]=[CH:6][N:7]=1.[Cl:31][C:32]1[N:37]=[CH:36][N:35]=[C:34]([C:38](O)=[O:39])[CH:33]=1. No catalyst specified. The product is [NH2:1][C:2]1[C:3]2[N:4]([C:8]([C@@H:26]3[CH2:30][CH2:29][CH2:28][N:27]3[C:38]([C:34]3[CH:33]=[C:32]([Cl:31])[N:37]=[CH:36][N:35]=3)=[O:39])=[N:9][C:10]=2[C:11]2[CH:25]=[CH:24][C:14]([C:15]([NH:17][C:18]3[CH:23]=[CH:22][CH:21]=[CH:20][N:19]=3)=[O:16])=[CH:13][CH:12]=2)[CH:5]=[CH:6][N:7]=1. The yield is 0.0620. (3) The reactants are C(OC([NH:8][NH:9][C:10]([CH:12]1[CH2:17][CH2:16][CH2:15][N:14]([C:18](=[O:26])[C:19]2[CH:24]=[CH:23][C:22]([F:25])=[CH:21][CH:20]=2)[CH2:13]1)=[O:11])=O)(C)(C)C.[ClH:27]. No catalyst specified. The product is [ClH:27].[F:25][C:22]1[CH:23]=[CH:24][C:19]([C:18]([N:14]2[CH2:15][CH2:16][CH2:17][CH:12]([C:10]([NH:9][NH2:8])=[O:11])[CH2:13]2)=[O:26])=[CH:20][CH:21]=1. The yield is 1.00. (4) The reactants are [Cl:1][C:2]1[CH:8]=[C:7](I)[CH:6]=[CH:5][C:3]=1[NH2:4].[CH3:10][PH:11](=[O:13])[CH3:12].P([O-])([O-])([O-])=O.[K+].[K+].[K+]. The catalyst is CN(C=O)C.C([O-])(=O)C.[Pd+2].C([O-])(=O)C.CC1(C)C2C(=C(P(C3C=CC=CC=3)C3C=CC=CC=3)C=CC=2)OC2C(P(C3C=CC=CC=3)C3C=CC=CC=3)=CC=CC1=2. The product is [Cl:1][C:2]1[CH:8]=[C:7]([P:11]([CH3:12])([CH3:10])=[O:13])[CH:6]=[CH:5][C:3]=1[NH2:4]. The yield is 0.830. (5) The reactants are [O:1]1[CH2:6][CH2:5][N:4]([CH2:7][CH2:8][N:9]2[C:18]3[C:13](=[CH:14][C:15]([NH2:19])=[CH:16][CH:17]=3)[CH2:12][CH2:11][CH2:10]2)[CH2:3][CH2:2]1.I.[S:21]1[CH:25]=[CH:24][CH:23]=[C:22]1[C:26](SC)=[NH:27]. The catalyst is C(O)C.C(=O)(O)[O-].[Na+]. The product is [O:1]1[CH2:6][CH2:5][N:4]([CH2:7][CH2:8][N:9]2[C:18]3[C:13](=[CH:14][C:15]([NH:19][C:26]([C:22]4[S:21][CH:25]=[CH:24][CH:23]=4)=[NH:27])=[CH:16][CH:17]=3)[CH2:12][CH2:11][CH2:10]2)[CH2:3][CH2:2]1. The yield is 0.590. (6) The reactants are [NH2:1][C:2]1[C:11]2[N:12]=[C:13]([CH2:41][CH2:42][O:43][CH3:44])[N:14]([CH2:15][CH2:16][CH2:17][N:18]([CH2:27][C:28]3[C:29]([O:39][CH3:40])=[C:30]([CH:36]=[CH:37][CH:38]=3)[O:31][CH2:32][C:33]([OH:35])=[O:34])[C:19](=[O:26])[CH2:20][N:21]([CH2:24][CH3:25])[CH2:22][CH3:23])[C:10]=2[C:9]2[CH:8]=[CH:7][CH:6]=[CH:5][C:4]=2[N:3]=1.[CH:45](O)([CH3:47])[CH3:46]. No catalyst specified. The product is [NH2:1][C:2]1[C:11]2[N:12]=[C:13]([CH2:41][CH2:42][O:43][CH3:44])[N:14]([CH2:15][CH2:16][CH2:17][N:18]([CH2:27][C:28]3[C:29]([O:39][CH3:40])=[C:30]([CH:36]=[CH:37][CH:38]=3)[O:31][CH2:32][C:33]([O:35][CH:45]([CH3:47])[CH3:46])=[O:34])[C:19](=[O:26])[CH2:20][N:21]([CH2:24][CH3:25])[CH2:22][CH3:23])[C:10]=2[C:9]2[CH:8]=[CH:7][CH:6]=[CH:5][C:4]=2[N:3]=1. The yield is 0.770. (7) The reactants are [OH:1][C:2]1[C:7]2[C@@:8]3([OH:46])[C@@:21]([O:25][CH3:26])([C@H:22]([OH:24])[CH2:23][C:6]=2[CH:5]=[C:4]([CH3:47])[C:3]=1[C:48]([O:50][CH3:51])=[O:49])[C:20](=[O:27])[C:19]1[C:10](=[CH:11][C:12]2[C:13](=[O:44])[C:14]([NH:30][C@@H:31]4[C@H:36]([O:37][CH3:38])[C:35](=[N:39][OH:40])[C@@H:34]([O:41][CH3:42])[C@H:33]([CH3:43])[O:32]4)=[CH:15][C:16](=[O:29])[C:17]=2[C:18]=1[OH:28])[C:9]3=[O:45].[N:52]1C=CC=[CH:54][CH:53]=1. The catalyst is CO. The product is [NH2:52][CH2:53][CH2:54][O:40]/[N:39]=[C:35]1\[C@@H:36]([O:37][CH3:38])[C@@H:31]([NH:30][C:14]2[C:13](=[O:44])[C:12]3[CH:11]=[C:10]4[C:19]([C:20](=[O:27])[C@@:21]5([O:25][CH3:26])[C@@:8]([OH:46])([C:9]4=[O:45])[C:7]4[C:2]([OH:1])=[C:3]([C:48]([O:50][CH3:51])=[O:49])[C:4]([CH3:47])=[CH:5][C:6]=4[CH2:23][C@H:22]5[OH:24])=[C:18]([OH:28])[C:17]=3[C:16](=[O:29])[CH:15]=2)[O:32][C@@H:33]([CH3:43])[C@@H:34]\1[O:41][CH3:42]. The yield is 0.330. (8) The reactants are COC1C=CC(C[NH:8][C:9]2[N:14]=[C:13]([O:15][C:16]3[CH:21]=[CH:20][C:19]([NH:22][C:23](=[O:35])[CH2:24][C:25]([NH:27][C:28]4[CH:33]=[CH:32][C:31]([F:34])=[CH:30][CH:29]=4)=[O:26])=[CH:18][C:17]=3[F:36])[CH:12]=[CH:11][N:10]=2)=CC=1.C1(OC)C=CC=CC=1. The catalyst is C(O)(C(F)(F)F)=O. The product is [NH2:8][C:9]1[N:14]=[C:13]([O:15][C:16]2[CH:21]=[CH:20][C:19]([NH:22][C:23](=[O:35])[CH2:24][C:25]([NH:27][C:28]3[CH:33]=[CH:32][C:31]([F:34])=[CH:30][CH:29]=3)=[O:26])=[CH:18][C:17]=2[F:36])[CH:12]=[CH:11][N:10]=1. The yield is 0.630. (9) The reactants are COC1C=C(OC)C=CC=1C[NH:6][C:7]1[CH:16]=[N:15][C:14]2[C:9](=[CH:10][C:11]([CH3:17])=[CH:12][CH:13]=2)[N:8]=1.[C:24]([OH:30])([C:26]([F:29])([F:28])[F:27])=[O:25]. The catalyst is C(Cl)Cl. The product is [F:27][C:26]([F:29])([F:28])[C:24]([OH:30])=[O:25].[CH3:17][C:11]1[CH:10]=[C:9]2[C:14]([N:15]=[CH:16][C:7]([NH2:6])=[N:8]2)=[CH:13][CH:12]=1. The yield is 0.850. (10) The reactants are C12BC(CCC1)CCC2.[N+:10]([C:13]1[CH:18]=[CH:17][C:16]([C:19]2[C:23]([C:24]3[CH:29]=[CH:28][N:27]=[C:26]4[N:30]([S:33]([C:36]5[CH:41]=[CH:40][CH:39]=[CH:38][CH:37]=5)(=[O:35])=[O:34])[CH:31]=[CH:32][C:25]=34)=[CH:22][N:21]([CH2:42][CH:43]=[CH2:44])[N:20]=2)=[CH:15][CH:14]=1)([O-:12])=[O:11].[O:45]1CCCC1. No catalyst specified. The product is [N+:10]([C:13]1[CH:14]=[CH:15][C:16]([C:19]2[C:23]([C:24]3[CH:29]=[CH:28][N:27]=[C:26]4[N:30]([S:33]([C:36]5[CH:41]=[CH:40][CH:39]=[CH:38][CH:37]=5)(=[O:35])=[O:34])[CH:31]=[CH:32][C:25]=34)=[CH:22][N:21]([CH2:42][CH2:43][CH2:44][OH:45])[N:20]=2)=[CH:17][CH:18]=1)([O-:12])=[O:11]. The yield is 0.840.